This data is from Full USPTO retrosynthesis dataset with 1.9M reactions from patents (1976-2016). The task is: Predict the reactants needed to synthesize the given product. Given the product [CH2:1]([C@H:8]1[CH2:13][CH2:12][N:11]([CH2:14][CH2:15][S:16]([C:19]2[CH:24]=[CH:23][C:22]([O:25][P:49](=[O:58])([O:50][CH2:51][C:52]3[CH:57]=[CH:56][CH:55]=[CH:54][CH:53]=3)[O:48][CH2:41][C:42]3[CH:47]=[CH:46][CH:45]=[CH:44][CH:43]=3)=[CH:21][CH:20]=2)(=[O:18])=[O:17])[CH2:10][C@H:9]1[OH:26])[C:2]1[CH:7]=[CH:6][CH:5]=[CH:4][CH:3]=1, predict the reactants needed to synthesize it. The reactants are: [CH2:1]([C@H:8]1[CH2:13][CH2:12][N:11]([CH2:14][CH2:15][S:16]([C:19]2[CH:24]=[CH:23][C:22]([OH:25])=[CH:21][CH:20]=2)(=[O:18])=[O:17])[CH2:10][C@H:9]1[OH:26])[C:2]1[CH:7]=[CH:6][CH:5]=[CH:4][CH:3]=1.C(Cl)(Cl)(Cl)Cl.C(N(CC)C(C)C)(C)C.[CH2:41]([O:48][P:49]([O-:58])[O:50][CH2:51][C:52]1[CH:57]=[CH:56][CH:55]=[CH:54][CH:53]=1)[C:42]1[CH:47]=[CH:46][CH:45]=[CH:44][CH:43]=1.C([O-])(O)=O.[Na+].